This data is from Forward reaction prediction with 1.9M reactions from USPTO patents (1976-2016). The task is: Predict the product of the given reaction. (1) Given the reactants C[O:2][C:3](=[O:25])[C:4]1[CH:9]=[CH:8][C:7]([O:10][CH2:11][C:12]2[C:13]([C:18]3[CH:23]=[CH:22][C:21]([Cl:24])=[CH:20][N:19]=3)=[N:14][O:15][C:16]=2[CH3:17])=[N:6][CH:5]=1.COC(=O)C1C=CC(OCC2C(C3C=CC=CN=3)=NOC=2C)=NC=1, predict the reaction product. The product is: [Cl:24][C:21]1[CH:22]=[CH:23][C:18]([C:13]2[C:12]([CH2:11][O:10][C:7]3[CH:8]=[CH:9][C:4]([C:3]([OH:25])=[O:2])=[CH:5][N:6]=3)=[C:16]([CH3:17])[O:15][N:14]=2)=[N:19][CH:20]=1. (2) Given the reactants C(C1C=C2C(=C(F)C=1)C(=O)N(CC1C=CC(C3C=CN=C4NC(C5C=NN(C)C=5)=NC=34)=CC=1F)N=C2)(C)(C)C.Br[C:41]1[CH:59]=[CH:58][C:44]([CH2:45][NH:46][C:47]([C:49]2[O:50][C:51]([C:54]([CH3:57])([CH3:56])[CH3:55])=[N:52][N:53]=2)=[O:48])=[C:43]([CH3:60])[CH:42]=1.[B:61]1(B2OC(C)(C)C(C)(C)O2)[O:65][C:64]([CH3:67])([CH3:66])[C:63]([CH3:69])([CH3:68])[O:62]1.C1(P(C2CCCCC2)C2C=CC=CC=2C2C(C(C)C)=CC(C(C)C)=CC=2C(C)C)CCCCC1.C([O-])(=O)C.[K+].O1CCOCC1, predict the reaction product. The product is: [CH3:60][C:43]1[CH:42]=[C:41]([B:61]2[O:65][C:64]([CH3:67])([CH3:66])[C:63]([CH3:69])([CH3:68])[O:62]2)[CH:59]=[CH:58][C:44]=1[CH2:45][NH:46][C:47]([C:49]1[O:50][C:51]([C:54]([CH3:57])([CH3:56])[CH3:55])=[N:52][N:53]=1)=[O:48]. (3) Given the reactants [CH3:1][C:2]1[CH:7]=[C:6]([CH3:8])[CH:5]=[CH:4][C:3]=1[C:9]1[CH:18]=[CH:17][CH:16]=[C:15]2[C:10]=1[C:11](=[O:20])[C:12]([CH3:19])=[N:13][NH:14]2.Br[CH:22]([CH2:26][CH2:27][CH3:28])[CH2:23][CH2:24][CH3:25].[H-].[Na+], predict the reaction product. The product is: [CH3:1][C:2]1[CH:7]=[C:6]([CH3:8])[CH:5]=[CH:4][C:3]=1[C:9]1[CH:18]=[CH:17][CH:16]=[C:15]2[C:10]=1[C:11](=[O:20])[C:12]([CH3:19])=[N:13][N:14]2[CH:22]([CH2:26][CH2:27][CH3:28])[CH2:23][CH2:24][CH3:25]. (4) Given the reactants [OH:1][CH2:2][C:3]1[C:8]([Cl:9])=[CH:7][C:6]([OH:10])=[CH:5][C:4]=1[Cl:11].C(=O)([O-])[O-].[K+].[K+].[I-].[K+].[Cl:20][C:21](Cl)([Cl:25])[CH2:22][CH2:23]Cl, predict the reaction product. The product is: [Cl:11][C:4]1[CH:5]=[C:6]([O:10][CH2:23][CH:22]=[C:21]([Cl:25])[Cl:20])[CH:7]=[C:8]([Cl:9])[C:3]=1[CH2:2][OH:1]. (5) The product is: [NH2:8][C:9]1([CH:13]([CH3:16])[CH2:14][OH:15])[CH2:12][CH2:11][CH2:10]1. Given the reactants C([NH:8][C:9]1([CH:13]([CH3:16])[CH2:14][OH:15])[CH2:12][CH2:11][CH2:10]1)C1C=CC=CC=1, predict the reaction product. (6) Given the reactants [Cl:1][C:2]1[CH:3]=[C:4]([CH:6]=[CH:7][C:8]=1[S:9][C:10]([F:13])([F:12])[F:11])[NH2:5].C([O:21][CH2:22][CH3:23])(OCC)OCC.[N+:24]([CH2:27]C(OCC)=O)([O-])=O.[C:33](O)(=O)C, predict the reaction product. The product is: [Cl:1][C:2]1[CH:3]=[C:4]([N:5]2[CH:33]=[C:23]([CH2:22][OH:21])[N:24]=[CH:27]2)[CH:6]=[CH:7][C:8]=1[S:9][C:10]([F:13])([F:11])[F:12]. (7) Given the reactants [CH2:1]([Li])CCC.CCCCCC.[Si:12]([O:19][CH2:20][CH2:21][CH2:22][CH2:23][CH:24]([C:35]1[CH:40]=[C:39]([F:41])[CH:38]=[CH:37][C:36]=1[F:42])[S:25]([C:28]1[CH:33]=[CH:32][C:31]([Cl:34])=[CH:30][CH:29]=1)(=[O:27])=[O:26])([C:15]([CH3:18])([CH3:17])[CH3:16])([CH3:14])[CH3:13].IC, predict the reaction product. The product is: [Si:12]([O:19][CH2:20][CH2:21][CH2:22][CH2:23][C:24]([C:35]1[CH:40]=[C:39]([F:41])[CH:38]=[CH:37][C:36]=1[F:42])([S:25]([C:28]1[CH:29]=[CH:30][C:31]([Cl:34])=[CH:32][CH:33]=1)(=[O:27])=[O:26])[CH3:1])([C:15]([CH3:18])([CH3:17])[CH3:16])([CH3:14])[CH3:13]. (8) Given the reactants [CH3:1][O:2][C:3](=[O:12])[C:4]1[CH:9]=[CH:8][C:7](F)=[N:6][C:5]=1[F:11].[Cl:13][C:14]1[CH:21]=[CH:20][C:17]([CH2:18][NH2:19])=[CH:16][CH:15]=1.O, predict the reaction product. The product is: [CH3:1][O:2][C:3](=[O:12])[C:4]1[CH:9]=[CH:8][C:7]([NH:19][CH2:18][C:17]2[CH:20]=[CH:21][C:14]([Cl:13])=[CH:15][CH:16]=2)=[N:6][C:5]=1[F:11].